Dataset: Reaction yield outcomes from USPTO patents with 853,638 reactions. Task: Predict the reaction yield, written as a fraction of the theoretical maximum amount of product (1.0 means a 100% yield; for example, 0.34 means a 34% yield). No catalyst specified. The reactants are [NH2:1][C:2]1[C:11]2[C:6](=[C:7](Br)[CH:8]=[CH:9][CH:10]=2)[N:5]=[N:4][C:3]=1[C:13]([NH:15][CH2:16][CH2:17][CH3:18])=[O:14].[Cl:19][C:20]1[CH:25]=[CH:24][C:23]([Cl:26])=[CH:22][C:21]=1B(O)O. The product is [NH2:1][C:2]1[C:11]2[C:6](=[C:7]([C:24]3[CH:25]=[C:20]([Cl:19])[CH:21]=[CH:22][C:23]=3[Cl:26])[CH:8]=[CH:9][CH:10]=2)[N:5]=[N:4][C:3]=1[C:13]([NH:15][CH2:16][CH2:17][CH3:18])=[O:14]. The yield is 0.470.